From a dataset of Reaction yield outcomes from USPTO patents with 853,638 reactions. Predict the reaction yield, written as a fraction of the theoretical maximum amount of product (1.0 means a 100% yield; for example, 0.34 means a 34% yield). (1) The reactants are [F:1][C:2]1[CH:7]=[C:6]([I:8])[CH:5]=[CH:4][C:3]=1[NH:9][C:10]1[C:15]([N+:16]([O-:18])=[O:17])=[CH:14][NH:13][C:12](=[O:19])[CH:11]=1.[H-].[Na+].[CH3:22]I.O. The catalyst is CN(C=O)C. The product is [F:1][C:2]1[CH:7]=[C:6]([I:8])[CH:5]=[CH:4][C:3]=1[NH:9][C:10]1[C:15]([N+:16]([O-:18])=[O:17])=[CH:14][N:13]([CH3:22])[C:12](=[O:19])[CH:11]=1. The yield is 0.770. (2) The reactants are [OH:1][C:2]1[CH:10]=[CH:9][C:8]2[N:7]3[CH2:11][CH2:12][CH2:13][N:14]([CH2:17][CH2:18][O:19][CH3:20])[C:15](=[O:16])[C:6]3=[CH:5][C:4]=2[CH:3]=1.[CH:21]([N:24]1[CH2:29][CH2:28][CH:27](O)[CH2:26][CH2:25]1)([CH3:23])[CH3:22].C1(P(C2C=CC=CC=2)C2C=CC=CC=2)C=CC=CC=1.CC(OC(/N=N/C(OC(C)(C)C)=O)=O)(C)C. No catalyst specified. The product is [CH:21]([N:24]1[CH2:29][CH2:28][CH:27]([O:1][C:2]2[CH:10]=[CH:9][C:8]3[N:7]4[CH2:11][CH2:12][CH2:13][N:14]([CH2:17][CH2:18][O:19][CH3:20])[C:15](=[O:16])[C:6]4=[CH:5][C:4]=3[CH:3]=2)[CH2:26][CH2:25]1)([CH3:23])[CH3:22]. The yield is 0.0200. (3) The reactants are Br[C:2]1[S:3][C:4]([C:8]([NH:10][S:11]([C:14]2[CH:19]=[CH:18][CH:17]=[CH:16][C:15]=2[S:20](=[O:23])(=[O:22])[NH2:21])(=[O:13])=[O:12])=[O:9])=[C:5]([CH3:7])[N:6]=1.[O:24]1[C:28]2[CH:29]=[CH:30][CH:31]=[CH:32][C:27]=2[CH:26]=[C:25]1B(O)O. No catalyst specified. The product is [O:24]1[C:28]2[CH:29]=[CH:30][CH:31]=[CH:32][C:27]=2[CH:26]=[C:25]1[C:2]1[S:3][C:4]([C:8]([NH:10][S:11]([C:14]2[CH:19]=[CH:18][CH:17]=[CH:16][C:15]=2[S:20](=[O:23])(=[O:22])[NH2:21])(=[O:13])=[O:12])=[O:9])=[C:5]([CH3:7])[N:6]=1. The yield is 0.0600.